From a dataset of Forward reaction prediction with 1.9M reactions from USPTO patents (1976-2016). Predict the product of the given reaction. (1) Given the reactants CS([C:5]1[N:6]=[C:7]([NH:26][C:27]2[CH:32]=[CH:31][C:30]([C:33]([F:36])([F:35])[F:34])=[CH:29][CH:28]=2)[C:8]2[CH2:14][CH2:13][N:12]([C:15]3[C:20]([C:21]([F:24])([F:23])[F:22])=[CH:19][CH:18]=[CH:17][N:16]=3)[CH2:11][CH2:10][C:9]=2[N:25]=1)(=O)=O.[CH3:37][O-:38].[Na+], predict the reaction product. The product is: [CH3:37][O:38][C:5]1[N:6]=[C:7]([NH:26][C:27]2[CH:32]=[CH:31][C:30]([C:33]([F:36])([F:35])[F:34])=[CH:29][CH:28]=2)[C:8]2[CH2:14][CH2:13][N:12]([C:15]3[C:20]([C:21]([F:24])([F:23])[F:22])=[CH:19][CH:18]=[CH:17][N:16]=3)[CH2:11][CH2:10][C:9]=2[N:25]=1. (2) Given the reactants [Si]([O:8][C@@H:9]1[CH2:13][CH2:12][N:11]([C:14]2[CH:15]=[CH:16][C:17]([NH:20][C:21]3[N:22]=[CH:23][C:24]4[C:29]5[CH:30]=[CH:31][N:32]=[C:33]([F:34])[C:28]=5[N:27]([CH:35]5[CH2:39][CH2:38][CH2:37][CH2:36]5)[C:25]=4[N:26]=3)=[N:18][CH:19]=2)[CH2:10]1)(C(C)(C)C)(C)C.[F-].C([N+](CCCC)(CCCC)CCCC)CCC.Cl.C(OCC)C, predict the reaction product. The product is: [CH:35]1([N:27]2[C:25]3[N:26]=[C:21]([NH:20][C:17]4[N:18]=[CH:19][C:14]([N:11]5[CH2:12][CH2:13][C@@H:9]([OH:8])[CH2:10]5)=[CH:15][CH:16]=4)[N:22]=[CH:23][C:24]=3[C:29]3[CH:30]=[CH:31][N:32]=[C:33]([F:34])[C:28]2=3)[CH2:36][CH2:37][CH2:38][CH2:39]1. (3) Given the reactants [NH2:1][C:2]1[CH:3]=[CH:4][C:5]2[C:11]([CH3:13])([CH3:12])[CH2:10][CH2:9][C:8](=[O:14])[N:7]([CH2:15][CH3:16])[C:6]=2[CH:17]=1.Cl[C:19]1[N:24]=[C:23]([NH:25][C:26]2[CH:31]=[CH:30][C:29]([N:32]3[CH2:37][CH2:36][O:35][CH2:34][CH2:33]3)=[CH:28][C:27]=2[O:38][CH3:39])[C:22]([Cl:40])=[CH:21][N:20]=1, predict the reaction product. The product is: [Cl:40][C:22]1[C:23]([NH:25][C:26]2[CH:31]=[CH:30][C:29]([N:32]3[CH2:33][CH2:34][O:35][CH2:36][CH2:37]3)=[CH:28][C:27]=2[O:38][CH3:39])=[N:24][C:19]([NH:1][C:2]2[CH:3]=[CH:4][C:5]3[C:11]([CH3:12])([CH3:13])[CH2:10][CH2:9][C:8](=[O:14])[N:7]([CH2:15][CH3:16])[C:6]=3[CH:17]=2)=[N:20][CH:21]=1. (4) Given the reactants [CH3:1][N:2]([CH3:22])[CH2:3][C:4]1([C:10]2[CH:15]=[CH:14][CH:13]=[C:12]([C:16]3[CH:17]=[N:18][N:19]([CH3:21])[CH:20]=3)[CH:11]=2)[CH2:9][CH2:8][NH:7][CH2:6][CH2:5]1.Cl[C:24]1[N:32]=[CH:31][N:30]=[C:29]2[C:25]=1[NH:26][CH:27]=[N:28]2.C(N(CC)CC)C, predict the reaction product. The product is: [CH3:1][N:2]([CH3:22])[CH2:3][C:4]1([C:10]2[CH:15]=[CH:14][CH:13]=[C:12]([C:16]3[CH:17]=[N:18][N:19]([CH3:21])[CH:20]=3)[CH:11]=2)[CH2:5][CH2:6][N:7]([C:24]2[N:32]=[CH:31][N:30]=[C:29]3[C:25]=2[N:26]=[CH:27][NH:28]3)[CH2:8][CH2:9]1. (5) Given the reactants C[O-].[Na+].[F:4][C:5]([F:23])([C:19]([F:22])([F:21])[F:20])[CH2:6][CH2:7][N:8]1[C:12]2=[N:13][CH:14]=[CH:15][CH:16]=[C:11]2[C:10]([C:17]#[N:18])=[N:9]1.[Cl-].[NH4+:25].[C:26]([OH:29])(=[O:28])[CH3:27], predict the reaction product. The product is: [C:26]([OH:29])(=[O:28])[CH3:27].[F:23][C:5]([F:4])([C:19]([F:20])([F:21])[F:22])[CH2:6][CH2:7][N:8]1[C:12]2=[N:13][CH:14]=[CH:15][CH:16]=[C:11]2[C:10]([C:17](=[NH:25])[NH2:18])=[N:9]1. (6) Given the reactants [Na].[CH3:2][O:3][C:4]1[CH:9]=[CH:8][C:7]([CH2:10][SH:11])=[CH:6][CH:5]=1.Cl[CH2:13][CH2:14][O:15][CH2:16][CH2:17][O:18][CH2:19][C:20]([OH:22])=[O:21], predict the reaction product. The product is: [CH3:2][O:3][C:4]1[CH:9]=[CH:8][C:7]([CH2:10][S:11][CH2:13][CH2:14][O:15][CH2:16][CH2:17][O:18][CH2:19][C:20]([OH:22])=[O:21])=[CH:6][CH:5]=1. (7) Given the reactants [NH2:1][C@@H:2]([CH2:10][CH3:11])[C:3]([C:5]1[O:6][CH:7]=[CH:8][N:9]=1)=[O:4].Cl.[F:13][CH:14]([F:39])[O:15][C:16]1[CH:21]=[CH:20][CH:19]=[CH:18][C:17]=1[CH2:22][CH2:23][CH2:24][C@H:25]([C@H:29]([OH:38])[C:30]([N:32]1[CH2:37][CH2:36][O:35][CH2:34][CH2:33]1)=[O:31])[C:26](O)=[O:27], predict the reaction product. The product is: [O:6]1[CH:7]=[CH:8][N:9]=[C:5]1[C:3]([C@@H:2]([NH:1][C:26](=[O:27])[C@@H:25]([C@H:29]([OH:38])[C:30]([N:32]1[CH2:37][CH2:36][O:35][CH2:34][CH2:33]1)=[O:31])[CH2:24][CH2:23][CH2:22][C:17]1[CH:18]=[CH:19][CH:20]=[CH:21][C:16]=1[O:15][CH:14]([F:13])[F:39])[CH2:10][CH3:11])=[O:4].